This data is from Forward reaction prediction with 1.9M reactions from USPTO patents (1976-2016). The task is: Predict the product of the given reaction. (1) The product is: [Cl:1][C:2]1[CH:3]=[C:4]([NH:8][C:9]([N:11]2[CH2:16][CH2:15][C:14]3[NH:17][N:18]=[C:19]([C:20]([N:22]4[CH2:26][CH:25]([F:34])[CH2:24][O:23]4)=[O:21])[C:13]=3[CH2:12]2)=[O:10])[CH:5]=[CH:6][CH:7]=1. Given the reactants [Cl:1][C:2]1[CH:3]=[C:4]([NH:8][C:9]([N:11]2[CH2:16][CH2:15][C:14]3[NH:17][N:18]=[C:19]([C:20]([N:22]4[CH2:26][CH:25](O)[CH2:24][O:23]4)=[O:21])[C:13]=3[CH2:12]2)=[O:10])[CH:5]=[CH:6][CH:7]=1.CCN(S(F)(F)[F:34])CC.O, predict the reaction product. (2) Given the reactants [NH:1]1[CH2:6][CH2:5][CH:4]([OH:7])[CH2:3][CH2:2]1.[CH3:8][C:9]([O:12][C:13](O[C:13]([O:12][C:9]([CH3:11])([CH3:10])[CH3:8])=[O:14])=[O:14])([CH3:11])[CH3:10].CCN(CC)CC, predict the reaction product. The product is: [OH:7][CH:4]1[CH2:5][CH2:6][N:1]([C:13]([O:12][C:9]([CH3:11])([CH3:10])[CH3:8])=[O:14])[CH2:2][CH2:3]1. (3) The product is: [Cl:1][C:2]1[C:7]([Cl:8])=[CH:6][CH:5]=[CH:4][C:3]=1[CH2:9][C:10]1[N:19]([C:13]2[CH:14]=[CH:15][CH:16]=[CH:17][CH:18]=2)[C:20](=[S:23])[NH:21][N:22]=1. Given the reactants [Cl:1][C:2]1[C:7]([Cl:8])=[CH:6][CH:5]=[CH:4][C:3]=1[CH2:9][C:10](O)=O.[C:13]1([NH:19][C:20](=[S:23])[NH:21][NH2:22])[CH:18]=[CH:17][CH:16]=[CH:15][CH:14]=1, predict the reaction product. (4) Given the reactants [F:1][C:2]1[CH:3]=[N:4][C:5]([CH3:9])=[C:6]([CH3:8])[CH:7]=1.ClC1C=C(C=CC=1)C(OO)=[O:15], predict the reaction product. The product is: [F:1][C:2]1[CH:3]=[N+:4]([O-:15])[C:5]([CH3:9])=[C:6]([CH3:8])[CH:7]=1. (5) The product is: [OH:16][C:15]1[C:14]2[C:9](=[CH:10][C:11]([NH:17][C:18]([NH:20][C:21]3[CH:26]=[CH:25][CH:24]=[CH:23][CH:22]=3)=[O:19])=[CH:12][CH:13]=2)[CH:8]=[N:7][C:6]=1[C:4]([NH:29][CH2:28][CH2:27][C:30]([OH:32])=[O:31])=[O:5]. Given the reactants C(O[C:4]([C:6]1[N:7]=[CH:8][C:9]2[C:14]([C:15]=1[OH:16])=[CH:13][CH:12]=[C:11]([NH:17][C:18]([NH:20][C:21]1[CH:26]=[CH:25][CH:24]=[CH:23][CH:22]=1)=[O:19])[CH:10]=2)=[O:5])C.[CH2:27]([C:30]([OH:32])=[O:31])[CH2:28][NH2:29].C[O-].[Na+].CO, predict the reaction product. (6) Given the reactants O[CH2:2][C:3]1[CH:8]=[C:7]([CH3:9])[C:6]([CH2:10][NH:11][C:12](=[O:14])[CH3:13])=[C:5]([CH3:15])[CH:4]=1.S(Cl)([Cl:18])=O.O, predict the reaction product. The product is: [Cl:18][CH2:2][C:3]1[CH:8]=[C:7]([CH3:9])[C:6]([CH2:10][NH:11][C:12](=[O:14])[CH3:13])=[C:5]([CH3:15])[CH:4]=1.